This data is from Forward reaction prediction with 1.9M reactions from USPTO patents (1976-2016). The task is: Predict the product of the given reaction. (1) Given the reactants [C:1](OC(=O)C)(=[O:3])C.C(O)=O.[CH2:11]([O:13][C:14](=[O:23])[CH2:15][C:16]1[CH:21]=[CH:20][C:19]([NH2:22])=[CH:18][CH:17]=1)[CH3:12].C([O-])([O-])=O.[Na+].[Na+], predict the reaction product. The product is: [CH2:11]([O:13][C:14](=[O:23])[CH2:15][C:16]1[CH:17]=[CH:18][C:19]([NH:22][CH:1]=[O:3])=[CH:20][CH:21]=1)[CH3:12]. (2) Given the reactants [Cl:1][C:2]1[CH:3]=[C:4]([C@@:8]([C@@H:14]2[CH2:19][CH2:18][CH2:17][N:16]([C:20]([O:22][C:23]([CH3:26])([CH3:25])[CH3:24])=[O:21])[CH2:15]2)([O:10][CH2:11][CH2:12]O)[CH3:9])[CH:5]=[CH:6][CH:7]=1.[C:27]1(=[O:37])[NH:31][C:30](=[O:32])[C:29]2=[CH:33][CH:34]=[CH:35][CH:36]=[C:28]12.C1(P(C2C=CC=CC=2)C2C=CC=CC=2)C=CC=CC=1.CC(OC(/N=N/C(OC(C)C)=O)=O)C, predict the reaction product. The product is: [Cl:1][C:2]1[CH:3]=[C:4]([C@@:8]([C@@H:14]2[CH2:19][CH2:18][CH2:17][N:16]([C:20]([O:22][C:23]([CH3:24])([CH3:26])[CH3:25])=[O:21])[CH2:15]2)([O:10][CH2:11][CH2:12][N:31]2[C:27](=[O:37])[C:28]3[C:29](=[CH:33][CH:34]=[CH:35][CH:36]=3)[C:30]2=[O:32])[CH3:9])[CH:5]=[CH:6][CH:7]=1.